The task is: Predict the reactants needed to synthesize the given product.. This data is from Full USPTO retrosynthesis dataset with 1.9M reactions from patents (1976-2016). Given the product [OH:29][C@H:25]1[C@@H:26]([OH:28])[CH2:27][NH:23][C@@H:24]1[C:30]([NH:13][C:12]1[CH:11]=[CH:10][C:9]([CH2:1][CH2:2][CH2:3][CH2:4][CH2:5][CH2:6][CH2:7][CH3:8])=[CH:15][CH:14]=1)=[O:31], predict the reactants needed to synthesize it. The reactants are: [CH2:1]([C:9]1[CH:15]=[CH:14][C:12]([NH2:13])=[CH:11][CH:10]=1)[CH2:2][CH2:3][CH2:4][CH2:5][CH2:6][CH2:7][CH3:8].C(OC([N:23]1[CH2:27][C@H:26]([OH:28])[C@H:25]([OH:29])[C@H:24]1[C:30](O)=[O:31])=O)(C)(C)C.